Dataset: Experimentally validated miRNA-target interactions with 360,000+ pairs, plus equal number of negative samples. Task: Binary Classification. Given a miRNA mature sequence and a target amino acid sequence, predict their likelihood of interaction. (1) The miRNA is hsa-miR-122-5p with sequence UGGAGUGUGACAAUGGUGUUUG. The protein sequence of the target gene is MFSQVPRTPASGCYYLNSMTPEGQEMYLRFDQTTRRSPYRMSRILARHQLVTKIQQEIEAKEACDWLRAAGFPQYAQLYEDSQFPINIVAVKNDHDFLEKDLVEPLCRRLNTLNKCASMKLDVNFQRKKGDDSDEEDLCISNKWTFQRTSRRWSRVDDLYTLLPRGDRNGSPGGTGMRNTTSSESVLTDLSEPEVCSIHSESSGGSDSRSQPGQCCTDNPVMLDAPLVSSSLPQPPRDVLNHPFHPKNEKPTRARAKSFLKRMETLRGKGAHGRHKGSGRTGGLVISGPMLQQEPESFKA.... Result: 1 (interaction). (2) The miRNA is hsa-miR-6748-5p with sequence UGUGGGUGGGAAGGACUGGAUU. The protein sequence of the target gene is MMSSVSTESKLQQAVSLQGVDPETCMIVFKNHWAQVVKILEKHDPLKNTQAKYGSIPPDEASAVQNYVEHMLFLLIEEQAKDAAMGPILEFVVSENIMEKLFLWSLRREFTDETKIEQLKMYEMLVTQSHQPLLHHKPILKPLMMLLSSCSGTTTPTVEEKLVVLLNQLCSILAKDPSILELFFHTSEDQGAANFLIFSLLIPFIHREGSVGQQARDALLFIMSLSAENTMVAHHIVENTYFCPVLATGLSGLYSSLPTKLEEKGEEWHCLLKDDWLLLPSLVQFMNSLEFCNAVIQVAH.... Result: 0 (no interaction). (3) The miRNA is hsa-miR-29b-2-5p with sequence CUGGUUUCACAUGGUGGCUUAG. The protein sequence of the target gene is MADQLTEEQIAEFKEAFSLFDKDGDGSITTQELGTVMRSLGQNPTEAELQGMVNEIDKDGNGTVDFPEFLTMMSRKMKDTDSEEEIREAFRVFDKDGNGFVSAAELRHVMTKLGEKLSDEEVDEMIQAADTDGDGQVNYEEFVHMLVSK. Result: 0 (no interaction). (4) The miRNA is hsa-miR-765 with sequence UGGAGGAGAAGGAAGGUGAUG. The protein sequence of the target gene is MQVSKRMLAGGVRSMPSPLLACWQPILLLVLGSVLSGSATGCPPRCECSAQDRAVLCHRKRFVAVPEGIPTETRLLDLGKNRIKTLNQDEFASFPHLEELELNENIVSAVEPGAFNNLFNLRTLGLRSNRLKLIPLGVFTGLSNLTKLDISENKIVILLDYMFQDLYNLKSLEVGDNDLVYISHRAFSGLNSLEQLTLEKCNLTSIPTEALSHLHGLIVLRLRHLNINAIRDYSFKRLYRLKVLEISHWPYLDTMTPNCLYGLNLTSLSITHCNLTAVPYLAVRHLVYLRFLNLSYNPIS.... Result: 1 (interaction). (5) The miRNA is hsa-miR-331-5p with sequence CUAGGUAUGGUCCCAGGGAUCC. The protein sequence of the target gene is MFPEQQKEEFVSVWVRDPRIQKEDFWHSYIDYEICIHTNSMCFTMKTSCVRRRYREFVWLRQRLQSNALLVQLPELPSKNLFFNMNNRQHVDQRRQGLEDFLRKVLQNALLLSDSSLHLFLQSHLNSEDIEACVSGQTKYSVEEAIHKFALMNRRFPEEDEEGKKENDIDYDSESSSSGLGHSSDDSSSHGCKVNTAPQES. Result: 1 (interaction). (6) The miRNA is mmu-miR-6908-3p with sequence ACACUCUCCCUUGUGCUGGCAG. Result: 0 (no interaction). The protein sequence of the target gene is MSSQVVGIEPLYIKAEPASPDSPKGSSETETEPPVALAPGPAPTRCLPGHKEEEDGEGAGPGEQGGGKLVLSSLPKRLCLVCGDVASGYHYGVASCEACKAFFKRTIQGSIEYSCPASNECEITKRRRKACQACRFTKCLRVGMLKEGVRLDRVRGGRQKYKRRPEVDPLPFPGPFPAGPLAVAGGPRKTAAPVNALVSHLLVVEPEKLYAMPDPAGPDGHLPAVATLCDLFDREIVVTISWAKSIPGFSSLSLSDQMSVLQSVWMEVLVLGVAQRSLPLQDELAFAEDLVLDEEGARAA.... (7) The miRNA is hsa-miR-6851-3p with sequence UGGCCCUUUGUACCCCUCCAG. The protein sequence of the target gene is MLKPKDLCPRAGTRTFLEAMQAGKVHLARFVLDALDRSIIDCRAEQGRTPLMVAVGLPDPAMRSRFVRLLLEQGAAVNLRDERGRTALSLACERGHLDAVQLLVQFSGDPEATDSAGNSPVMWAAACGHGAVLEFLVRSFRRLGLRLDRTNRAGLTALQLAASRGHGTCVQALTGPWGRAAAAAAARGSNSDSPPGHPAPAPSPERRRPSPRRLPRPLLARFARAAGGHGHGHGHGHGHGGELASAGKGSVRYRAQGNERPELGRSMSLALGTMTEEETARLRAGALMARPNSPQSSGSG.... Result: 0 (no interaction).